This data is from Forward reaction prediction with 1.9M reactions from USPTO patents (1976-2016). The task is: Predict the product of the given reaction. Given the reactants [CH2:1]([N:8]1[C:12](=[O:13])[CH2:11][CH2:10][C:9]1=[O:14])[C:2]1[CH:7]=[CH:6][CH:5]=[CH:4][CH:3]=1.[Cl-].[Cl-].[NH4+].[CH2:18]1[CH2:22]O[CH2:20][CH2:19]1, predict the reaction product. The product is: [CH2:1]([N:8]1[C:12]([CH2:20][C:19]2[CH:20]=[CH:19][C:18]([C:22]3[CH:6]=[CH:7][CH:2]=[CH:3][CH:4]=3)=[CH:22][CH:18]=2)([OH:13])[CH2:11][CH2:10][C:9]1=[O:14])[C:2]1[CH:3]=[CH:4][CH:5]=[CH:6][CH:7]=1.